From a dataset of Cav3 T-type calcium channel HTS with 100,875 compounds. Binary Classification. Given a drug SMILES string, predict its activity (active/inactive) in a high-throughput screening assay against a specified biological target. (1) The compound is O(c1cc(CCNC(=O)c2noc(c3c(OC)cccc3)c2)ccc1OC)C. The result is 0 (inactive). (2) The molecule is S(=O)(=O)(c1ccccc1)/C(=N\Nc1ccccc1)C(OCC)=O. The result is 0 (inactive). (3) The drug is Clc1c(N(N(S(=O)(=O)c2cc(ccc2)C(F)(F)F)CC=C)C)ncc(c1)C(F)(F)F. The result is 1 (active). (4) The molecule is S(c1n(c(nn1)COc1ccccc1)C)CC(=O)Nc1cc2OCOc2cc1. The result is 0 (inactive). (5) The molecule is Brc1cc(c(O)c(=O)cc1)C(=O)/C=C\c1ccccc1. The result is 0 (inactive).